This data is from Catalyst prediction with 721,799 reactions and 888 catalyst types from USPTO. The task is: Predict which catalyst facilitates the given reaction. (1) Reactant: [CH3:1][O:2][C:3]([CH:5]1[CH:10]([NH:11][S:12]([C:15]2[CH:20]=[CH:19][C:18]([O:21][CH2:22][C:23]3[C:32]4[C:27](=[CH:28][CH:29]=[CH:30][CH:31]=4)[N:26]=[C:25]([CH3:33])[CH:24]=3)=[CH:17][CH:16]=2)(=[O:14])=[O:13])[CH2:9][CH2:8][O:7][CH2:6]1)=[O:4].[C:34](=O)([O-])[O-].[K+].[K+].IC. Product: [CH3:1][O:2][C:3]([CH:5]1[CH:10]([N:11]([CH3:34])[S:12]([C:15]2[CH:16]=[CH:17][C:18]([O:21][CH2:22][C:23]3[C:32]4[C:27](=[CH:28][CH:29]=[CH:30][CH:31]=4)[N:26]=[C:25]([CH3:33])[CH:24]=3)=[CH:19][CH:20]=2)(=[O:14])=[O:13])[CH2:9][CH2:8][O:7][CH2:6]1)=[O:4]. The catalyst class is: 3. (2) Reactant: [Cl:1][C:2]1[CH:3]=[C:4]([CH:8]([C:10]2[N:11]=[CH:12][S:13][C:14]=2[CH3:15])[OH:9])[CH:5]=[CH:6][CH:7]=1.N1C=CN=C1.[CH3:21][C:22]([Si:25](Cl)([CH3:27])[CH3:26])([CH3:24])[CH3:23]. Product: [Si:25]([O:9][CH:8]([C:4]1[CH:5]=[CH:6][CH:7]=[C:2]([Cl:1])[CH:3]=1)[C:10]1[N:11]=[CH:12][S:13][C:14]=1[CH3:15])([C:22]([CH3:24])([CH3:23])[CH3:21])([CH3:27])[CH3:26]. The catalyst class is: 2. (3) Reactant: N(C(OC[CH:11]1[C:23]2[C:18](=CC=C[CH:22]=2)[C:17]2[C:12]1=[CH:13][CH:14]=[CH:15][CH:16]=2)=O)[C@H](C(O)=O)C.C1C=CC2N(O)N=[N:30]C=2C=1.C(N=C=NC(C)C)(C)C.N(C(OCC1C2C(=CC=CC=2)C2C1=CC=CC=2)=O)[C@H](C(O)=O)C.C[N:67]([CH:69]=[O:70])C. Product: [NH2:30][C@H:22]([C:69]([NH2:67])=[O:70])[CH:23]([CH3:11])[CH3:18].[CH2:12]1[CH2:17][CH2:16][CH2:15][CH2:14][CH2:13]1. The catalyst class is: 3. (4) Reactant: [OH:1][CH:2]([C:5]1[CH:6]=[N:7][C:8]2[C:13]([CH:14]=1)=[CH:12][CH:11]=[C:10]([NH:15]C(=O)OCC1C=CC=CC=1)[CH:9]=2)[CH2:3][OH:4]. Product: [NH2:15][C:10]1[CH:9]=[C:8]2[C:13]([CH:14]=[C:5]([CH:2]([OH:1])[CH2:3][OH:4])[CH:6]=[N:7]2)=[CH:12][CH:11]=1. The catalyst class is: 43. (5) Reactant: [Br:1][C:2]1[C:11]2[C:6](=[C:7]([F:12])[CH:8]=[CH:9][CH:10]=2)[CH2:5][CH2:4][C:3]=1[CH:13]=[O:14].ClC1C(=O)C(C#N)=C(C#N)C(=O)C=1Cl. Product: [Br:1][C:2]1[C:11]2[C:6](=[C:7]([F:12])[CH:8]=[CH:9][CH:10]=2)[CH:5]=[CH:4][C:3]=1[CH:13]=[O:14]. The catalyst class is: 26.